From a dataset of Full USPTO retrosynthesis dataset with 1.9M reactions from patents (1976-2016). Predict the reactants needed to synthesize the given product. (1) Given the product [O:1]1[CH:5]=[CH:4][CH:3]=[C:2]1[C:6]1[C:11]([I:12])=[C:10]([O:26][CH2:25][CH2:24][CH2:23][C:17]2[CH:22]=[CH:21][CH:20]=[CH:19][CH:18]=2)[N:9]=[C:8]([NH2:16])[N:7]=1, predict the reactants needed to synthesize it. The reactants are: [O:1]1[CH:5]=[CH:4][CH:3]=[C:2]1[C:6]1[C:11]([I:12])=[C:10](S(C)=O)[N:9]=[C:8]([NH2:16])[N:7]=1.[C:17]1([CH2:23][CH2:24][CH2:25][OH:26])[CH:22]=[CH:21][CH:20]=[CH:19][CH:18]=1.C1CCN2C(=NCCC2)CC1. (2) Given the product [Cl:1][C:2]1[C:7]([CH:8]([CH2:10][CH2:11][N:40]2[CH2:43][CH:42]([OH:44])[CH2:41]2)[CH3:9])=[CH:6][C:5]([C:13]#[N:14])=[CH:4][C:3]=1[NH:15][C:16]1[N:21]=[C:20]([N:22]([CH:32]2[CH2:34][CH2:33]2)[CH2:23][C:24]2[CH:29]=[CH:28][C:27]([O:30][CH3:31])=[CH:26][CH:25]=2)[C:19]2=[N:35][CH:36]=[C:37]([C:38]#[N:39])[N:18]2[N:17]=1, predict the reactants needed to synthesize it. The reactants are: [Cl:1][C:2]1[C:7]([CH:8]([CH2:10][CH:11]=O)[CH3:9])=[CH:6][C:5]([C:13]#[N:14])=[CH:4][C:3]=1[NH:15][C:16]1[N:21]=[C:20]([N:22]([CH:32]2[CH2:34][CH2:33]2)[CH2:23][C:24]2[CH:29]=[CH:28][C:27]([O:30][CH3:31])=[CH:26][CH:25]=2)[C:19]2=[N:35][CH:36]=[C:37]([C:38]#[N:39])[N:18]2[N:17]=1.[NH:40]1[CH2:43][CH:42]([OH:44])[CH2:41]1.CC(O)=O.C([BH3-])#N.[Na+]. (3) Given the product [C:28]([O:31][CH2:32][C:33](=[O:34])[NH:21][C@@H:19]([CH3:20])[C@H:18]([O:17][C:13]1[CH:12]=[C:11]2[C:16](=[CH:15][CH:14]=1)[N:8]([C:5]1[CH:4]=[CH:3][C:2]([F:1])=[CH:7][CH:6]=1)[N:9]=[CH:10]2)[C:22]1[CH:23]=[CH:24][CH:25]=[CH:26][CH:27]=1)(=[O:30])[CH3:29], predict the reactants needed to synthesize it. The reactants are: [F:1][C:2]1[CH:7]=[CH:6][C:5]([N:8]2[C:16]3[C:11](=[CH:12][C:13]([O:17][C@@H:18]([C:22]4[CH:27]=[CH:26][CH:25]=[CH:24][CH:23]=4)[C@H:19]([NH2:21])[CH3:20])=[CH:14][CH:15]=3)[CH:10]=[N:9]2)=[CH:4][CH:3]=1.[C:28]([O:31][CH2:32][C:33](Cl)=[O:34])(=[O:30])[CH3:29].